From a dataset of Forward reaction prediction with 1.9M reactions from USPTO patents (1976-2016). Predict the product of the given reaction. Given the reactants [CH3:1][C:2]1[CH:3]=[C:4]2[C:10](B3OC(C)(C)C(C)(C)O3)=[CH:9][N:8]([S:20]([C:23]3[CH:29]=[CH:28][C:26]([CH3:27])=[CH:25][CH:24]=3)(=[O:22])=[O:21])[C:5]2=[N:6][CH:7]=1.Cl[C:31]1[C:36]([C:37]#[N:38])=[CH:35][N:34]=[C:33]([S:39][CH3:40])[N:32]=1.C(=O)([O-])[O-].[K+].[K+], predict the reaction product. The product is: [CH3:1][C:2]1[CH:3]=[C:4]2[C:10]([C:31]3[C:36]([C:37]#[N:38])=[CH:35][N:34]=[C:33]([S:39][CH3:40])[N:32]=3)=[CH:9][N:8]([S:20]([C:23]3[CH:29]=[CH:28][C:26]([CH3:27])=[CH:25][CH:24]=3)(=[O:22])=[O:21])[C:5]2=[N:6][CH:7]=1.